This data is from Full USPTO retrosynthesis dataset with 1.9M reactions from patents (1976-2016). The task is: Predict the reactants needed to synthesize the given product. (1) Given the product [N:1]1([CH:10]([NH:14][C:15](=[O:16])[O:17][CH2:18][C:19]2[CH:24]=[CH:23][CH:22]=[CH:21][CH:20]=2)[C:11]([NH:1][C:5]2[CH:6]=[CH:42][C:41]([O:40][CH3:39])=[CH:9][C:4]=2[C:34]([C:19]2[CH:18]=[CH:26][C:25]([Cl:30])=[CH:21][CH:20]=2)=[O:35])=[O:13])[C:5]2[CH:6]=[CH:7][CH:8]=[CH:9][C:4]=2[N:3]=[N:2]1, predict the reactants needed to synthesize it. The reactants are: [N:1]1([CH:10]([NH:14][C:15]([O:17][CH2:18][C:19]2[CH:24]=[CH:23][CH:22]=[CH:21][CH:20]=2)=[O:16])[C:11]([OH:13])=O)[C:5]2[CH:6]=[CH:7][CH:8]=[CH:9][C:4]=2[N:3]=[N:2]1.[C:25]([Cl:30])(=O)[C:26](Cl)=O.CN([CH:34]=[O:35])C.CN1[CH2:42][CH2:41][O:40][CH2:39]C1. (2) Given the product [Cl:31][C:18]1[C:17]2[C:21](=[CH:22][CH:23]=[C:15]([C:12]3[N:11]=[C:10]([C:4]4[CH:3]=[C:2]([C:32]5[CH:37]=[CH:36][CH:35]=[CH:34][CH:33]=5)[C:7]([O:8][CH3:9])=[CH:6][CH:5]=4)[O:14][N:13]=3)[CH:16]=2)[N:20]([CH2:24][CH2:25][C:26]([O:28][CH2:29][CH3:30])=[O:27])[CH:19]=1, predict the reactants needed to synthesize it. The reactants are: Br[C:2]1[CH:3]=[C:4]([C:10]2[O:14][N:13]=[C:12]([C:15]3[CH:16]=[C:17]4[C:21](=[CH:22][CH:23]=3)[N:20]([CH2:24][CH2:25][C:26]([O:28][CH2:29][CH3:30])=[O:27])[CH:19]=[C:18]4[Cl:31])[N:11]=2)[CH:5]=[CH:6][C:7]=1[O:8][CH3:9].[C:32]1(B(O)O)[CH:37]=[CH:36][CH:35]=[CH:34][CH:33]=1.C(=O)([O-])[O-].[Na+].[Na+]. (3) Given the product [Br:1][C:2]1[CH:10]=[CH:9][C:5]([C:6]([O:8][CH3:17])=[O:7])=[C:4]([CH2:11][CH3:12])[CH:3]=1, predict the reactants needed to synthesize it. The reactants are: [Br:1][C:2]1[CH:10]=[CH:9][C:5]([C:6]([OH:8])=[O:7])=[C:4]([CH2:11][CH3:12])[CH:3]=1.O=S(Cl)Cl.[CH3:17]O. (4) Given the product [F:27][C:18]1[CH:17]=[C:16]([CH:11]2[C:10]([CH3:28])([CH3:29])[CH2:9][C:8]3[C:13](=[CH:14][CH:15]=[C:6]([C:4]([OH:5])=[O:3])[CH:7]=3)[NH:12]2)[CH:21]=[C:20]([N:22]2[CH2:26][CH2:25][CH2:24][CH2:23]2)[CH:19]=1, predict the reactants needed to synthesize it. The reactants are: C([O:3][C:4]([C:6]1[CH:7]=[C:8]2[C:13](=[CH:14][CH:15]=1)[NH:12][CH:11]([C:16]1[CH:21]=[C:20]([N:22]3[CH2:26][CH2:25][CH2:24][CH2:23]3)[CH:19]=[C:18]([F:27])[CH:17]=1)[C:10]([CH3:29])([CH3:28])[CH2:9]2)=[O:5])C.O.[OH-].[Li+].O.Cl.